This data is from Forward reaction prediction with 1.9M reactions from USPTO patents (1976-2016). The task is: Predict the product of the given reaction. Given the reactants N[C:2]1[S:3][C:4]([C:7]2[CH:12]=[CH:11][CH:10]=[CH:9][CH:8]=2)=[N:5][N:6]=1.N([O-])=O.[Na+].[ClH:17], predict the reaction product. The product is: [Cl:17][C:2]1[S:3][C:4]([C:7]2[CH:12]=[CH:11][CH:10]=[CH:9][CH:8]=2)=[N:5][N:6]=1.